Dataset: Reaction yield outcomes from USPTO patents with 853,638 reactions. Task: Predict the reaction yield, written as a fraction of the theoretical maximum amount of product (1.0 means a 100% yield; for example, 0.34 means a 34% yield). (1) The reactants are [F:1][CH2:2][C:3]([C:5]1[CH:10]=[CH:9][CH:8]=[CH:7][C:6]=1[F:11])=O.[C:12]([S@:16]([NH2:18])=[O:17])([CH3:15])([CH3:14])[CH3:13]. No catalyst specified. The product is [F:1][CH2:2]/[C:3](=[N:18]\[S@@:16]([C:12]([CH3:15])([CH3:14])[CH3:13])=[O:17])/[C:5]1[CH:10]=[CH:9][CH:8]=[CH:7][C:6]=1[F:11]. The yield is 0.520. (2) The reactants are [F:1][C:2]([F:38])([F:37])[C:3]1[CH:4]=[C:5]([C@H:13]2[O:17][C:16](=[O:18])[N:15]([CH2:19][C:20]3[C:21]([NH:27][CH:28]4[CH2:33][CH2:32][O:31][CH:30]([CH2:34][CH3:35])[CH2:29]4)=[N:22][CH:23]=[C:24](Br)[CH:25]=3)[C@H:14]2[CH3:36])[CH:6]=[C:7]([C:9]([F:12])([F:11])[F:10])[CH:8]=1.[CH3:39][N:40]1[CH:44]=[CH:43][CH:42]=[C:41]1[Sn](CCCC)(CCCC)CCCC. The catalyst is C1(C)C=CC=CC=1. The product is [F:1][C:2]([F:38])([F:37])[C:3]1[CH:4]=[C:5]([C@H:13]2[O:17][C:16](=[O:18])[N:15]([CH2:19][C:20]3[C:21]([NH:27][CH:28]4[CH2:33][CH2:32][O:31][CH:30]([CH2:34][CH3:35])[CH2:29]4)=[N:22][CH:23]=[C:24]([C:41]4[N:40]([CH3:39])[CH:44]=[CH:43][CH:42]=4)[CH:25]=3)[C@H:14]2[CH3:36])[CH:6]=[C:7]([C:9]([F:12])([F:11])[F:10])[CH:8]=1. The yield is 0.340.